Dataset: Reaction yield outcomes from USPTO patents with 853,638 reactions. Task: Predict the reaction yield, written as a fraction of the theoretical maximum amount of product (1.0 means a 100% yield; for example, 0.34 means a 34% yield). (1) The reactants are [CH2:1]([O:3][C:4](=[O:20])[C:5]([C:10]([C:12]1[C:17]([Cl:18])=[CH:16][C:15]([Cl:19])=[CH:14][N:13]=1)=[O:11])=[CH:6]N(C)C)[CH3:2].[NH2:21][C@H:22]([CH2:26][OH:27])[CH:23]([CH3:25])[CH3:24]. The catalyst is C1COCC1. The product is [CH2:1]([O:3][C:4](=[O:20])[C:5]([C:10]([C:12]1[C:17]([Cl:18])=[CH:16][C:15]([Cl:19])=[CH:14][N:13]=1)=[O:11])=[CH:6][NH:21][C@H:22]([CH2:26][OH:27])[CH:23]([CH3:25])[CH3:24])[CH3:2]. The yield is 1.00. (2) The yield is 0.310. The catalyst is O.O.[O-][W]([O-])(=O)=O.[Na+].[Na+]. The product is [Cl:1][C:2]1[CH:7]=[CH:6][CH:5]=[C:4]([F:8])[C:3]=1[C:9]1([OH:35])[C:17]2[C:12](=[CH:13][C:14]([S:38]([CH3:45])(=[O:42])=[O:40])=[CH:15][C:16]=2[C:18]([F:20])([F:21])[F:19])[N:11]([CH2:24][C@H:25]2[CH2:28][C@H:27]([N:29]([CH2:32][CH3:33])[CH2:30][CH3:31])[CH2:26]2)[C:10]1=[O:34]. The reactants are [Cl:1][C:2]1[CH:7]=[CH:6][CH:5]=[C:4]([F:8])[C:3]=1[C:9]1([OH:35])[C:17]2[C:12](=[CH:13][C:14](SC)=[CH:15][C:16]=2[C:18]([F:21])([F:20])[F:19])[N:11]([CH2:24][C@H:25]2[CH2:28][C@H:27]([N:29]([CH2:32][CH3:33])[CH2:30][CH3:31])[CH2:26]2)[C:10]1=[O:34].OO.[S:38]([O-:42])([O-])(=[O:40])=S.[Na+].[Na+].[C:45](O)(=O)C. (3) The reactants are [C:1]([C:5]1[CH:23]=[C:8]2[N:9]=[C:10]([CH3:22])[C:11]([CH:14]([CH2:19][CH2:20][CH3:21])[C:15]([O:17][CH3:18])=[O:16])=[C:12](Cl)[N:7]2[N:6]=1)([CH3:4])([CH3:3])[CH3:2].B(O)(O)[C:25]1[CH:26]=[CH:27][C:28]([CH3:31])=[CH:29][CH:30]=1.C(N(C(C)C)CC)(C)C. The catalyst is COCCOC.O. The product is [C:1]([C:5]1[CH:23]=[C:8]2[N:9]=[C:10]([CH3:22])[C:11]([CH:14]([CH2:19][CH2:20][CH3:21])[C:15]([O:17][CH3:18])=[O:16])=[C:12]([C:25]3[CH:30]=[CH:29][C:28]([CH3:31])=[CH:27][CH:26]=3)[N:7]2[N:6]=1)([CH3:4])([CH3:3])[CH3:2]. The yield is 0.710. (4) The reactants are F[C:2]1[CH:3]=[CH:4][C:5]([N+:15]([O-:17])=[O:16])=[C:6]([CH:14]=1)[O:7][CH:8]1[CH2:13][CH2:12][O:11][CH2:10][CH2:9]1.[CH3:18][S:19]([C:22]1[N:27]=[CH:26][C:25]([OH:28])=[CH:24][CH:23]=1)(=[O:21])=[O:20].C(=O)([O-])[O-].[K+].[K+].O. The catalyst is CN(C)C=O.CCCCCC.C(OCC)(=O)C. The product is [CH3:18][S:19]([C:22]1[CH:23]=[CH:24][C:25]([O:28][C:2]2[CH:3]=[CH:4][C:5]([N+:15]([O-:17])=[O:16])=[C:6]([O:7][CH:8]3[CH2:13][CH2:12][O:11][CH2:10][CH2:9]3)[CH:14]=2)=[CH:26][N:27]=1)(=[O:21])=[O:20]. The yield is 0.830.